Dataset: Full USPTO retrosynthesis dataset with 1.9M reactions from patents (1976-2016). Task: Predict the reactants needed to synthesize the given product. (1) Given the product [Cl:29][C:30]1[CH:31]=[C:32]([C:33]2[O:1][N:2]=[C:3]([C:4]3[C:14]4[O:13][CH2:12][CH2:11][N:10]([C:15]([O:17][C:18]([CH3:19])([CH3:20])[CH3:21])=[O:16])[CH:9]([CH2:22][CH2:23][C:24]([O:26][CH3:27])=[O:25])[C:8]=4[CH:7]=[CH:6][CH:5]=3)[N:28]=2)[CH:36]=[CH:37][C:38]=1[O:39][CH:40]([CH3:41])[CH3:42], predict the reactants needed to synthesize it. The reactants are: [OH:1][NH:2][C:3](=[NH:28])[C:4]1[C:14]2[O:13][CH2:12][CH2:11][N:10]([C:15]([O:17][C:18]([CH3:21])([CH3:20])[CH3:19])=[O:16])[CH:9]([CH2:22][CH2:23][C:24]([O:26][CH3:27])=[O:25])[C:8]=2[CH:7]=[CH:6][CH:5]=1.[Cl:29][C:30]1[CH:31]=[C:32]([CH:36]=[CH:37][C:38]=1[O:39][CH:40]([CH3:42])[CH3:41])[C:33](Cl)=O.C(N(CC)CC)C. (2) Given the product [Cl:1][C:2]1[C:11]([CH3:12])=[CH:10][C:9]2[CH:8]([NH:13][C:14]3[CH:23]=[CH:22][C:21]([F:24])=[C:20]4[C:15]=3[CH:16]=[N:17][C:18]([CH3:25])=[N:19]4)[C:7]([C:27]([F:28])([F:29])[F:30])([OH:26])[CH2:6][C:5]([CH3:31])([CH3:32])[C:4]=2[C:3]=1[OH:33], predict the reactants needed to synthesize it. The reactants are: [Cl:1][C:2]1[C:3]([O:33]C)=[C:4]2[C:9](=[CH:10][C:11]=1[CH3:12])[CH:8]([NH:13][C:14]1[CH:23]=[CH:22][C:21]([F:24])=[C:20]3[C:15]=1[CH:16]=[N:17][C:18]([CH3:25])=[N:19]3)[C:7]([C:27]([F:30])([F:29])[F:28])([OH:26])[CH2:6][C:5]2([CH3:32])[CH3:31].B(Br)(Br)Br.C(=O)(O)[O-].[Na+].